From a dataset of Full USPTO retrosynthesis dataset with 1.9M reactions from patents (1976-2016). Predict the reactants needed to synthesize the given product. (1) The reactants are: [F:1][C:2]1[CH:3]=[N:4][C:5]([O:17][C:18]2[CH:23]=[CH:22][CH:21]=[C:20]([S:24][CH3:25])[CH:19]=2)=[C:6]([CH:16]=1)[C:7]([NH:9][CH:10]1[CH2:15][CH2:14][NH:13][CH2:12][CH2:11]1)=[O:8].C(N(CC)CC)C.[CH3:33][CH:34]([CH3:39])[CH2:35][C:36](Cl)=[O:37].Cl.CN(C)CCCN=C=NCC. Given the product [NH3:4].[F:1][C:2]1[CH:3]=[N:4][C:5]([O:17][C:18]2[CH:23]=[CH:22][CH:21]=[C:20]([S:24][CH3:25])[CH:19]=2)=[C:6]([CH:16]=1)[C:7]([NH:9][CH:10]1[CH2:11][CH2:12][N:13]([C:36](=[O:37])[CH2:35][CH:34]([CH3:39])[CH3:33])[CH2:14][CH2:15]1)=[O:8], predict the reactants needed to synthesize it. (2) Given the product [CH3:19][CH:20]([CH2:34][CH3:35])[CH2:21][NH:22][C:23](=[O:33])[C:24]1[CH:29]=[CH:28][C:27]([NH:30][C:8](=[O:9])[CH3:7])=[CH:26][CH:25]=1, predict the reactants needed to synthesize it. The reactants are: [N+](C1C=C[C:7]([C:8](Cl)=[O:9])=CC=1)([O-])=O.CC(CC)CN.[CH3:19][CH:20]([CH2:34][CH3:35])[CH2:21][NH:22][C:23](=[O:33])[C:24]1[CH:29]=[CH:28][C:27]([N+:30]([O-])=O)=[CH:26][CH:25]=1. (3) Given the product [ClH:18].[ClH:18].[CH3:25][C:21]1[CH:20]=[C:19]([N:8]2[CH2:7][CH2:6][C:5]3([CH2:1][NH:2][CH2:3][CH2:4]3)[CH2:10][CH2:9]2)[CH:24]=[CH:23][N:22]=1, predict the reactants needed to synthesize it. The reactants are: [CH2:1]1[C:5]2([CH2:10][CH2:9][NH:8][CH2:7][CH2:6]2)[CH2:4][CH2:3][N:2]1C(OC(C)(C)C)=O.[Cl:18][C:19]1[CH:24]=[CH:23][N:22]=[C:21]([CH3:25])[CH:20]=1.C(N(C(C)C)C(C)C)C. (4) The reactants are: Cl.Cl.[O:3]1[C:7]2[CH:8]=[CH:9][CH:10]=[C:11]([CH:12]3[CH2:17][CH2:16][N:15]([CH2:18][CH2:19][C@H:20]4[CH2:25][CH2:24][C@H:23]([NH2:26])[CH2:22][CH2:21]4)[CH2:14][CH2:13]3)[C:6]=2[CH2:5][CH2:4]1.[CH:27](O)=[O:28]. Given the product [O:3]1[C:7]2[CH:8]=[CH:9][CH:10]=[C:11]([CH:12]3[CH2:17][CH2:16][N:15]([CH2:18][CH2:19][C@H:20]4[CH2:21][CH2:22][C@H:23]([NH:26][CH:27]=[O:28])[CH2:24][CH2:25]4)[CH2:14][CH2:13]3)[C:6]=2[CH2:5][CH2:4]1, predict the reactants needed to synthesize it. (5) Given the product [O:1]1[C:5]2[CH:6]=[CH:7][CH:8]=[CH:9][C:4]=2[N:3]=[C:2]1[C:10]1[CH:15]=[CH:14][C:13]([C:16]2([C:17]#[N:18])[CH2:34][CH2:33][CH2:32][CH2:31]2)=[C:12]([Cl:19])[CH:11]=1, predict the reactants needed to synthesize it. The reactants are: [O:1]1[C:5]2[CH:6]=[CH:7][CH:8]=[CH:9][C:4]=2[N:3]=[C:2]1[C:10]1[CH:15]=[CH:14][C:13]([CH2:16][C:17]#[N:18])=[C:12]([Cl:19])[CH:11]=1.C[Si]([N-][Si](C)(C)C)(C)C.[Na+].Br[CH2:31][CH2:32][CH2:33][CH2:34]Br. (6) Given the product [OH:62][C:57]1[N:11]([CH:12]([CH2:16][CH2:17][CH3:18])[CH2:13][CH2:14][CH3:15])[C:9](=[O:10])[N:8]([CH:4]([CH2:5][CH2:6][CH3:7])[CH2:1][CH2:2][CH3:3])[C:59](=[O:60])[C:58]=1[C:66]([NH:65][CH2:64][C:19]([OH:20])=[O:48])=[O:67], predict the reactants needed to synthesize it. The reactants are: [CH2:1]([CH:4]([NH:8][C:9]([NH:11][CH:12]([CH2:16][CH2:17][CH3:18])[CH2:13][CH2:14][CH3:15])=[O:10])[CH2:5][CH2:6][CH3:7])[CH2:2][CH3:3].[C:19](N1C=CN=C1)(N1C=CN=C1)=[O:20].CCCC(N)CCC.C(C(N(C(CCC)CCC)C(N)=[O:48])CCC)CC.[C:57](Cl)(=[O:62])[CH2:58][C:59](Cl)=[O:60].[CH3:64][N:65](C)[CH:66]=[O:67].